From a dataset of Peptide-MHC class I binding affinity with 185,985 pairs from IEDB/IMGT. Regression. Given a peptide amino acid sequence and an MHC pseudo amino acid sequence, predict their binding affinity value. This is MHC class I binding data. The peptide sequence is RTLFQQMRDVL. The MHC is HLA-A68:02 with pseudo-sequence HLA-A68:02. The binding affinity (normalized) is 0.